This data is from Full USPTO retrosynthesis dataset with 1.9M reactions from patents (1976-2016). The task is: Predict the reactants needed to synthesize the given product. (1) Given the product [CH:1]1([CH2:4][O:5][C:6]2[N:11]=[C:10]([C:12]([N:25]3[CH2:26][CH:21]4[CH2:27][CH:24]3[CH2:23][O:22]4)=[O:14])[CH:9]=[N:8][C:7]=2[N:15]2[CH2:18][C:17]([F:20])([F:19])[CH2:16]2)[CH2:2][CH2:3]1, predict the reactants needed to synthesize it. The reactants are: [CH:1]1([CH2:4][O:5][C:6]2[N:11]=[C:10]([C:12]([OH:14])=O)[CH:9]=[N:8][C:7]=2[N:15]2[CH2:18][C:17]([F:20])([F:19])[CH2:16]2)[CH2:3][CH2:2]1.[CH:21]12[CH2:27][CH:24]([NH:25][CH2:26]1)[CH2:23][O:22]2. (2) Given the product [CH:3]([C:4]([O:6][CH2:7][CH3:8])=[O:5])([C:2]([O:10][CH2:11][CH3:12])=[O:9])[CH2:14][C:15]([O:17][CH2:18][CH3:19])=[O:16], predict the reactants needed to synthesize it. The reactants are: [Na].[C:2]([O:10][CH2:11][CH3:12])(=[O:9])[CH2:3][C:4]([O:6][CH2:7][CH3:8])=[O:5].Cl[CH2:14][C:15]([O:17][CH2:18][CH3:19])=[O:16]. (3) Given the product [F:13][C:14]1[CH:15]=[CH:16][C:17]([N:20]2[C:29]3[C:24](=[CH:25][C:26]([F:31])=[C:27]([N:1]4[CH2:5][CH2:4][CH2:3][CH2:2]4)[CH:28]=3)[C:23](=[O:32])[N:22]([O:33][CH2:34][C:35]3[CH:40]=[CH:39][CH:38]=[CH:37][CH:36]=3)[C:21]2=[O:41])=[CH:18][CH:19]=1, predict the reactants needed to synthesize it. The reactants are: [NH:1]1[CH2:5][CH2:4][CH2:3][CH2:2]1.C(N(CC)CC)C.[F:13][C:14]1[CH:19]=[CH:18][C:17]([N:20]2[C:29]3[C:24](=[CH:25][C:26]([F:31])=[C:27](F)[CH:28]=3)[C:23](=[O:32])[N:22]([O:33][CH2:34][C:35]3[CH:40]=[CH:39][CH:38]=[CH:37][CH:36]=3)[C:21]2=[O:41])=[CH:16][CH:15]=1. (4) Given the product [OH:24][C:12]1[C:11]([CH2:10][CH:9]=[C:8]([CH3:25])[CH2:7][P:3](=[O:2])([OH:6])[OH:4])=[C:19]([O:20][CH3:21])[C:18]([CH3:22])=[C:17]2[C:13]=1[C:14](=[O:23])[O:15][CH2:16]2, predict the reactants needed to synthesize it. The reactants are: C[O:2][P:3]([CH2:7][C:8]([CH3:25])=[CH:9][CH2:10][C:11]1[C:12]([OH:24])=[C:13]2[C:17](=[C:18]([CH3:22])[C:19]=1[O:20][CH3:21])[CH2:16][O:15][C:14]2=[O:23])(=[O:6])[O:4]C.C[Si](Br)(C)C.N1C(C)=CC=CC=1C. (5) Given the product [NH2:18][C:16]1[CH:15]=[CH:14][C:12]2[N:13]=[C:9]([N:8]([CH3:21])[CH2:7][CH2:6][N:2]([CH3:1])[C:3](=[O:5])[CH3:4])[S:10][C:11]=2[CH:17]=1, predict the reactants needed to synthesize it. The reactants are: [CH3:1][N:2]([CH2:6][CH2:7][N:8]([CH3:21])[C:9]1[S:10][C:11]2[CH:17]=[C:16]([N+:18]([O-])=O)[CH:15]=[CH:14][C:12]=2[N:13]=1)[C:3](=[O:5])[CH3:4]. (6) Given the product [C:12]([C:2]1[CH:11]=[C:10]2[C:5]([CH:6]=[CH:7][N:8]=[CH:9]2)=[CH:4][CH:3]=1)#[N:13], predict the reactants needed to synthesize it. The reactants are: Br[C:2]1[CH:11]=[C:10]2[C:5]([CH:6]=[CH:7][N:8]=[CH:9]2)=[CH:4][CH:3]=1.[CH3:12][N:13]1C(=O)CCC1. (7) Given the product [Cl:20][C:17]1[CH:18]=[CH:19][C:14]([CH:7]([NH:6][C:4]([CH2:3][NH:2][C:28](=[O:29])[C:27]2[CH:26]=[CH:25][C:24]([N+:21]([O-:23])=[O:22])=[CH:32][CH:31]=2)=[O:5])[C:8]2[CH:13]=[CH:12][CH:11]=[CH:10][CH:9]=2)=[CH:15][CH:16]=1, predict the reactants needed to synthesize it. The reactants are: Cl.[NH2:2][CH2:3][C:4]([NH:6][CH:7]([C:14]1[CH:19]=[CH:18][C:17]([Cl:20])=[CH:16][CH:15]=1)[C:8]1[CH:13]=[CH:12][CH:11]=[CH:10][CH:9]=1)=[O:5].[N+:21]([C:24]1[CH:32]=[CH:31][C:27]([C:28](O)=[O:29])=[CH:26][CH:25]=1)([O-:23])=[O:22]. (8) The reactants are: [Br:1][C:2]1[CH:3]=[CH:4][C:5](Cl)=[N:6][CH:7]=1.[CH2:9]([S-:11])[CH3:10].[Na+].O. Given the product [Br:1][C:2]1[CH:3]=[CH:4][C:5]([S:11][CH2:9][CH3:10])=[N:6][CH:7]=1, predict the reactants needed to synthesize it. (9) Given the product [Br:5][C:6]1[S:10][C:9]([S:11]([NH:4][CH2:3][CH2:1][OH:2])(=[O:13])=[O:12])=[CH:8][CH:7]=1, predict the reactants needed to synthesize it. The reactants are: [CH2:1]([CH2:3][NH2:4])[OH:2].[Br:5][C:6]1[S:10][C:9]([S:11](Cl)(=[O:13])=[O:12])=[CH:8][CH:7]=1.